From a dataset of Reaction yield outcomes from USPTO patents with 853,638 reactions. Predict the reaction yield, written as a fraction of the theoretical maximum amount of product (1.0 means a 100% yield; for example, 0.34 means a 34% yield). (1) The reactants are [F:1][C:2]([F:12])([C:8]([F:11])([F:10])[F:9])[C:3](=O)[CH2:4][C:5]#[N:6].[C:13]1([CH3:21])[CH:18]=[CH:17][C:16]([NH:19][NH2:20])=[CH:15][CH:14]=1.ClCCl. The catalyst is C(O)C. The product is [F:1][C:2]([F:12])([C:3]1[CH:4]=[C:5]([NH2:6])[N:19]([C:16]2[CH:17]=[CH:18][C:13]([CH3:21])=[CH:14][CH:15]=2)[N:20]=1)[C:8]([F:9])([F:11])[F:10]. The yield is 0.520. (2) The reactants are Cl[C:2]1[CH:7]=[CH:6][NH:5][C:4](=[O:8])[C:3]=1[C:9]1[NH:23][C:12]2=[CH:13][C:14]3[C:15](=[O:22])[N:16]([CH3:21])[C:17](=[O:20])[C:18]=3[CH:19]=[C:11]2[N:10]=1.[F:24][C:25]1[CH:30]=[CH:29][C:28]([F:31])=[CH:27][C:26]=1[CH2:32][CH:33]([NH2:35])[CH3:34].C(N(CC)C(C)C)(C)C. The catalyst is C(O)CCC. The product is [F:24][C:25]1[CH:30]=[CH:29][C:28]([F:31])=[CH:27][C:26]=1[CH2:32][CH:33]([NH:35][C:2]1[CH:7]=[CH:6][NH:5][C:4](=[O:8])[C:3]=1[C:9]1[NH:23][C:12]2=[CH:13][C:14]3[C:15](=[O:22])[N:16]([CH3:21])[C:17](=[O:20])[C:18]=3[CH:19]=[C:11]2[N:10]=1)[CH3:34]. The yield is 0.613. (3) The reactants are [Cl:1][C:2]1[CH:7]=[CH:6][N:5]2[C:8]([C:11]3[CH:12]=[C:13]([CH:15]=[CH:16][CH:17]=3)[NH2:14])=[CH:9][N:10]=[C:4]2[CH:3]=1.C(Cl)(=O)OC1C=CC([N+]([O-])=O)=CC=1.CCN(C(C)C)C(C)C.[C:40](=[O:43])([O-])[NH2:41].[F:44][C:45]([F:49])([F:48])[CH2:46]N. The catalyst is C1COCC1.CCOC(C)=O.O. The product is [Cl:1][C:2]1[CH:7]=[CH:6][N:5]2[C:8]([C:11]3[CH:12]=[C:13]([NH:14][C:40]([NH:41][CH2:46][C:45]([F:49])([F:48])[F:44])=[O:43])[CH:15]=[CH:16][CH:17]=3)=[CH:9][N:10]=[C:4]2[CH:3]=1. The yield is 0.690. (4) The reactants are [Br:1][C:2]1[C:3]([F:12])=[C:4]2[C:10]([NH2:11])=[CH:9][NH:8][C:5]2=[N:6][CH:7]=1.[CH3:13][C:14]1[N:15]=[CH:16][C:17]([C:20](O)=[O:21])=[N:18][CH:19]=1.C1N(P(Cl)(N2C(=O)OCC2)=O)C(=O)OC1.C(N(CC)CC)C. The catalyst is C(Cl)Cl. The product is [Br:1][C:2]1[C:3]([F:12])=[C:4]2[C:10]([NH:11][C:20]([C:17]3[CH:16]=[N:15][C:14]([CH3:13])=[CH:19][N:18]=3)=[O:21])=[CH:9][NH:8][C:5]2=[N:6][CH:7]=1. The yield is 0.610. (5) The catalyst is C(#N)C. The reactants are [CH2:1](Br)[C:2]1[CH:7]=[CH:6][CH:5]=[CH:4][CH:3]=1.[C:9]([C:12]1[C:13]([OH:23])=[CH:14][C:15]([OH:22])=[C:16]([CH:21]=1)[C:17]([O:19][CH3:20])=[O:18])(=[O:11])[CH3:10].C(=O)([O-])[O-].[K+].[K+]. The yield is 0.990. The product is [C:9]([C:12]1[C:13]([O:23][CH2:1][C:2]2[CH:7]=[CH:6][CH:5]=[CH:4][CH:3]=2)=[CH:14][C:15]([O:22][CH2:1][C:2]2[CH:7]=[CH:6][CH:5]=[CH:4][CH:3]=2)=[C:16]([CH:21]=1)[C:17]([O:19][CH3:20])=[O:18])(=[O:11])[CH3:10]. (6) The product is [CH3:12][O:15][C:16]1[CH:17]=[CH:5][C:4]([C:2]2[N:7]3[N:8]=[C:9]([NH2:11])[N:10]=[C:6]3[CH:5]=[CH:4][CH:3]=2)=[CH:3][CH:2]=1. The reactants are Br[C:2]1[N:7]2[N:8]=[C:9]([NH2:11])[N:10]=[C:6]2[CH:5]=[CH:4][CH:3]=1.[C:12]([O:15][CH2:16][CH3:17])(=O)C. The yield is 0.830. The catalyst is C(#N)C.C(=O)([O-])[O-].[Na+].[Na+].Cl[Pd](Cl)([P](C1C=CC=CC=1)(C1C=CC=CC=1)C1C=CC=CC=1)[P](C1C=CC=CC=1)(C1C=CC=CC=1)C1C=CC=CC=1.